Predict the product of the given reaction. From a dataset of Forward reaction prediction with 1.9M reactions from USPTO patents (1976-2016). Given the reactants [CH:1]([C:3]1[C:4]([O:14][CH2:15][C:16]2[CH:42]=[CH:41][C:19]([O:20][CH2:21][C:22]3[N:23]=[C:24]([C:29]4[CH:34]=[CH:33][C:32]([CH2:35][C:36]([O:38][CH2:39][CH3:40])=[O:37])=[CH:31][CH:30]=4)[O:25][C:26]=3[CH2:27]C)=[C:18]([O:43][CH3:44])[CH:17]=2)=[N:5][N:6]([C:8]2[CH:13]=[CH:12][CH:11]=[CH:10][CH:9]=2)[CH:7]=1)=O.Cl.[Cl-].[CH2:47]([N:49]1[C:53]([CH2:54][P+](C2C=CC=CC=2)(C2C=CC=CC=2)C2C=CC=CC=2)=[CH:52][N:51]=[CH:50]1)[CH3:48].C(=O)([O-])[O-].[K+].[K+].CN(C)C=O, predict the reaction product. The product is: [CH2:47]([N:49]1[C:53](/[CH:54]=[CH:1]\[C:3]2[C:4]([O:14][CH2:15][C:16]3[CH:42]=[CH:41][C:19]([O:20][CH2:21][C:22]4[N:23]=[C:24]([C:29]5[CH:30]=[CH:31][C:32]([CH2:35][C:36]([O:38][CH2:39][CH3:40])=[O:37])=[CH:33][CH:34]=5)[O:25][C:26]=4[CH3:27])=[C:18]([O:43][CH3:44])[CH:17]=3)=[N:5][N:6]([C:8]3[CH:13]=[CH:12][CH:11]=[CH:10][CH:9]=3)[CH:7]=2)=[CH:52][N:51]=[CH:50]1)[CH3:48].